Dataset: Forward reaction prediction with 1.9M reactions from USPTO patents (1976-2016). Task: Predict the product of the given reaction. (1) Given the reactants [Cl:1][C:2]1[CH:7]=[CH:6][CH:5]=[CH:4][C:3]=1[N:8]1[C:12]([C:13]2[O:14]C=CC=2)=[CH:11][C:10]([C:18]([O:20][CH3:21])=[O:19])=[N:9]1.O.C(Cl)(Cl)(Cl)Cl.I([O-])(=O)(=O)=[O:29].[Na+], predict the reaction product. The product is: [Cl:1][C:2]1[CH:7]=[CH:6][CH:5]=[CH:4][C:3]=1[N:8]1[C:12]([C:13]([OH:14])=[O:29])=[CH:11][C:10]([C:18]([O:20][CH3:21])=[O:19])=[N:9]1. (2) Given the reactants [Br:1][C:2]1[CH:3]=[C:4](/[C:8](/[CH3:16])=[CH:9]/[C:10]([N:12]([C:14]#[N:15])[CH3:13])=[O:11])[CH:5]=[CH:6][CH:7]=1.[CH3:17][O:18][C:19]1[CH:26]=[CH:25][C:22]([CH2:23][NH2:24])=[CH:21][CH:20]=1, predict the reaction product. The product is: [Br:1][C:2]1[CH:3]=[C:4]([C:8]2([CH3:16])[N:15]([NH:24][CH2:23][C:22]3[CH:25]=[CH:26][C:19]([O:18][CH3:17])=[CH:20][CH:21]=3)[CH2:14][N:12]([CH3:13])[C:10](=[O:11])[CH2:9]2)[CH:5]=[CH:6][CH:7]=1. (3) Given the reactants [CH:1]1[C:13]2[C:12]3[CH2:11][CH2:10][N:9]([C:14]([NH:16][C:17]4[CH:18]=[C:19]([CH:25]=[CH:26][CH:27]=4)[C:20]([O:22]CC)=[O:21])=[O:15])[CH2:8][C:7]=3[CH:6]=[N:5][C:4]=2[NH:3][N:2]=1.[OH-].[Na+], predict the reaction product. The product is: [CH:1]1[C:13]2[C:12]3[CH2:11][CH2:10][N:9]([C:14]([NH:16][C:17]4[CH:18]=[C:19]([CH:25]=[CH:26][CH:27]=4)[C:20]([OH:22])=[O:21])=[O:15])[CH2:8][C:7]=3[CH:6]=[N:5][C:4]=2[NH:3][N:2]=1. (4) Given the reactants [CH3:1][O:2][C:3]([C:5]#[C:6][C:7]([O:9][CH3:10])=[O:8])=[O:4].[C:11]([O:15][C:16]([N:18]1[CH:22]=[CH:21][CH:20]=[CH:19]1)=[O:17])([CH3:14])([CH3:13])[CH3:12], predict the reaction product. The product is: [CH3:14][C:11]([O:15][C:16]([N:18]1[CH:19]2[CH:20]=[CH:21][CH:22]1[C:6]([C:7]([O:9][CH3:10])=[O:8])=[C:5]2[C:3]([O:2][CH3:1])=[O:4])=[O:17])([CH3:12])[CH3:13]. (5) Given the reactants [Cl:1][C:2]1[CH:3]=[C:4]([CH:6]=[CH:7][C:8]=1[C:9]([F:12])([F:11])[F:10])[NH2:5].CO.[I:15]Cl, predict the reaction product. The product is: [Cl:1][C:2]1[C:8]([C:9]([F:10])([F:11])[F:12])=[CH:7][C:6]([I:15])=[C:4]([NH2:5])[CH:3]=1. (6) Given the reactants [F:1][C:2]1[CH:3]=[CH:4][C:5]2[N:6]([CH:8]=[C:9]([C:11]([NH:13][C@H:14]3[CH2:19][CH2:18][C@@H:17]([N:20]4[C:25](=[O:26])[C:24]5[CH:27]=[C:28]([F:31])[CH:29]=[N:30][C:23]=5[N:22]([C:32]5[CH:33]=[C:34]([C:39]6[CH:44]=[CH:43][CH:42]=[CH:41][CH:40]=6)[CH:35]=[CH:36][C:37]=5O)[C:21]4=[O:45])[CH2:16][CH2:15]3)=[O:12])[N:10]=2)[CH:7]=1.C1(P(C2C=CC=CC=2)C2C=CC=CC=2)C=CC=CC=1.[Cl:65][CH2:66][CH2:67][OH:68].N(C(OC(C)C)=O)=NC(OC(C)C)=O, predict the reaction product. The product is: [Cl:65][CH2:66][CH2:67][O:68][C:42]1[CH:43]=[CH:44][C:39]([C:34]2[CH:35]=[CH:36][CH:37]=[C:32]([N:22]3[C:23]4[N:30]=[CH:29][C:28]([F:31])=[CH:27][C:24]=4[C:25](=[O:26])[N:20]([C@@H:17]4[CH2:18][CH2:19][C@H:14]([NH:13][C:11]([C:9]5[N:10]=[C:5]6[CH:4]=[CH:3][C:2]([F:1])=[CH:7][N:6]6[CH:8]=5)=[O:12])[CH2:15][CH2:16]4)[C:21]3=[O:45])[CH:33]=2)=[CH:40][CH:41]=1.